From a dataset of CYP2D6 inhibition data for predicting drug metabolism from PubChem BioAssay. Regression/Classification. Given a drug SMILES string, predict its absorption, distribution, metabolism, or excretion properties. Task type varies by dataset: regression for continuous measurements (e.g., permeability, clearance, half-life) or binary classification for categorical outcomes (e.g., BBB penetration, CYP inhibition). Dataset: cyp2d6_veith. (1) The compound is C#CCOC(=O)[C@H](N)CC(N)=O. The result is 0 (non-inhibitor). (2) The drug is Cc1ccc(C(=O)Nc2cc3c(cc2Cl)OCCCO3)cc1. The result is 0 (non-inhibitor). (3) The compound is N[C@H](Cn1ccc(=O)c(O)c1)C(=O)O. The result is 0 (non-inhibitor).